The task is: Predict which catalyst facilitates the given reaction.. This data is from Catalyst prediction with 721,799 reactions and 888 catalyst types from USPTO. (1) Reactant: [F:1][C:2]1[CH:3]=[C:4]2[C:9](=[CH:10][CH:11]=1)[N:8]=[C:7]([CH3:12])[CH:6]=[CH:5]2.[Al+3].[Cl-].[Cl-].[Cl-].[Br:17]Br. Product: [Br:17][C:3]1[C:2]([F:1])=[CH:11][CH:10]=[C:9]2[C:4]=1[CH:5]=[CH:6][C:7]([CH3:12])=[N:8]2. The catalyst class is: 26. (2) Reactant: [Cl:1][C:2]1[CH:7]=[C:6]([NH2:8])[CH:5]=[CH:4][C:3]=1[C:9]1[CH:14]=[CH:13][C:12]([C:15]2[CH:20]=[CH:19][C:18]([S:21]([CH3:24])(=[O:23])=[O:22])=[CH:17][CH:16]=2)=[CH:11][CH:10]=1.II.[I:27]([O-])(=O)(=O)=O.[Na+]. Product: [Cl:1][C:2]1[CH:7]=[C:6]([NH2:8])[C:5]([I:27])=[CH:4][C:3]=1[C:9]1[CH:14]=[CH:13][C:12]([C:15]2[CH:20]=[CH:19][C:18]([S:21]([CH3:24])(=[O:23])=[O:22])=[CH:17][CH:16]=2)=[CH:11][CH:10]=1. The catalyst class is: 3. (3) Reactant: Cl.CN(C(ON1N=N[C:12]2[CH:13]=[CH:14][CH:15]=[N:16][C:11]1=2)=[N+](C)C)C.F[P-](F)(F)(F)(F)F.[CH:26](N(C(C)C)CC)(C)[CH3:27].[C:35](=[O:38])(O)[O-:36].[Na+]. Product: [CH2:15]1[CH2:14][CH2:13][CH:12]([C@H:11]([NH2:16])[C:35]([OH:36])=[O:38])[CH2:27][CH2:26]1. The catalyst class is: 3. (4) Reactant: [NH2:1][CH2:2][C@@H:3]1[CH2:7][CH2:6][N:5]([C:8]2[C:17]3[C:12](=[CH:13][C:14]([CH3:18])=[CH:15][CH:16]=3)[N:11]=[C:10]([C:19]3[CH:24]=[CH:23][CH:22]=[CH:21][C:20]=3[OH:25])[N:9]=2)[CH2:4]1.C1COCC1.C(N(CC)CC)C.Cl[C:39]([O:41][CH2:42][CH:43]([CH3:45])[CH3:44])=[O:40]. Product: [OH:25][C:20]1[CH:21]=[CH:22][CH:23]=[CH:24][C:19]=1[C:10]1[N:9]=[C:8]([N:5]2[CH2:6][CH2:7][C@@H:3]([CH2:2][NH:1][C:39](=[O:40])[O:41][CH2:42][CH:43]([CH3:45])[CH3:44])[CH2:4]2)[C:17]2[C:12](=[CH:13][C:14]([CH3:18])=[CH:15][CH:16]=2)[N:11]=1. The catalyst class is: 2.